Dataset: Catalyst prediction with 721,799 reactions and 888 catalyst types from USPTO. Task: Predict which catalyst facilitates the given reaction. Reactant: N1(CCS(N2CCC(C3[C:25]4[C:20](=[C:21]([C:31](N)=[O:32])[CH:22]=[C:23](C5C=CSC=5)[CH:24]=4)NC=3)CC2)(=O)=O)CCCC1.Br[C:35]1[CH:36]=[C:37]2[C:41](=[C:42]([C:44]([NH2:46])=[O:45])[CH:43]=1)[NH:40][CH:39]=[C:38]2[CH:47]1[CH2:52][CH2:51][N:50]([S:53]([CH2:56][CH2:57][CH2:58][N:59]([CH3:61])[CH3:60])(=[O:55])=[O:54])[CH2:49][CH2:48]1.OCC1C=C(B(O)O)C=CC=1.C(=O)([O-])[O-].[Cs+].[Cs+]. Product: [CH3:60][N:59]([CH3:61])[CH2:58][CH2:57][CH2:56][S:53]([N:50]1[CH2:49][CH2:48][CH:47]([C:38]2[C:37]3[C:41](=[C:42]([C:44]([NH2:46])=[O:45])[CH:43]=[C:35]([C:25]4[CH:24]=[CH:23][CH:22]=[C:21]([CH2:31][OH:32])[CH:20]=4)[CH:36]=3)[NH:40][CH:39]=2)[CH2:52][CH2:51]1)(=[O:55])=[O:54]. The catalyst class is: 73.